Predict the product of the given reaction. From a dataset of Forward reaction prediction with 1.9M reactions from USPTO patents (1976-2016). (1) Given the reactants [C:1]12([C:11]3[CH:12]=[C:13]([C:19]4[CH:24]=[CH:23][C:22]([CH2:25][CH2:26][C:27]([OH:29])=[O:28])=[CH:21][CH:20]=4)[CH:14]=[CH:15][C:16]=3[O:17]C)[CH2:10][CH:5]3[CH2:6][CH:7]([CH2:9][CH:3]([CH2:4]3)[CH2:2]1)[CH2:8]2.B(Br)(Br)Br.O, predict the reaction product. The product is: [C:1]12([C:11]3[CH:12]=[C:13]([C:19]4[CH:20]=[CH:21][C:22]([CH2:25][CH2:26][C:27]([OH:29])=[O:28])=[CH:23][CH:24]=4)[CH:14]=[CH:15][C:16]=3[OH:17])[CH2:2][CH:3]3[CH2:9][CH:7]([CH2:6][CH:5]([CH2:4]3)[CH2:10]1)[CH2:8]2. (2) Given the reactants [C:1]([OH:6])(=[O:5])[C:2]([CH3:4])=[CH2:3].[Cl-].[Al+3].[Cl-].[Cl-].[CH:11]1[CH:16]=[CH:15][CH:14]=[CH:13][CH:12]=1, predict the reaction product. The product is: [CH3:3][C:2]([C:11]1[CH:16]=[CH:15][CH:14]=[CH:13][CH:12]=1)([CH3:4])[C:1]([OH:6])=[O:5]. (3) Given the reactants [CH3:1][CH:2]([O:4][C:5]1[CH:6]=[C:7]([CH:12]=[C:13]([O:15][CH2:16][C:17]2[CH:22]=[CH:21][CH:20]=[CH:19][CH:18]=2)[CH:14]=1)[C:8]([O:10]C)=[O:9])[CH3:3].C1COCC1.[OH-].[Na+], predict the reaction product. The product is: [CH3:3][CH:2]([O:4][C:5]1[CH:6]=[C:7]([CH:12]=[C:13]([O:15][CH2:16][C:17]2[CH:18]=[CH:19][CH:20]=[CH:21][CH:22]=2)[CH:14]=1)[C:8]([OH:10])=[O:9])[CH3:1].